From a dataset of Forward reaction prediction with 1.9M reactions from USPTO patents (1976-2016). Predict the product of the given reaction. (1) Given the reactants CC1(C)C(C)(C)OB([C:9]2[C:17]3[C:12](=[CH:13][CH:14]=[C:15]([C:18]4[O:22][C:21]([NH:23][CH2:24][C:25]([F:28])([F:27])[F:26])=[N:20][N:19]=4)[CH:16]=3)[N:11]([S:29]([C:32]3[CH:38]=[CH:37][C:35]([CH3:36])=[CH:34][CH:33]=3)(=[O:31])=[O:30])[CH:10]=2)O1.Br[C:41]1[N:46]=[C:45]([CH:47]2[CH2:49][CH2:48]2)[CH:44]=[CH:43][N:42]=1.P([O-])([O-])([O-])=O.[K+].[K+].[K+].C1(P(C2CCCCC2)C2C=CC=CC=2C2C(C(C)C)=CC(C(C)C)=CC=2C(C)C)CCCCC1, predict the reaction product. The product is: [CH:47]1([C:45]2[CH:44]=[CH:43][N:42]=[C:41]([C:9]3[C:17]4[C:12](=[CH:13][CH:14]=[C:15]([C:18]5[O:22][C:21]([NH:23][CH2:24][C:25]([F:27])([F:26])[F:28])=[N:20][N:19]=5)[CH:16]=4)[N:11]([S:29]([C:32]4[CH:38]=[CH:37][C:35]([CH3:36])=[CH:34][CH:33]=4)(=[O:31])=[O:30])[CH:10]=3)[N:46]=2)[CH2:49][CH2:48]1. (2) Given the reactants CN(C)/[CH:3]=[CH:4]/[C:5]([C:7]1[CH:29]=[CH:28][C:10]2[C:11]3[N:12]([CH:16]=[C:17]([C:19]4[N:23]([CH:24]([CH3:26])[CH3:25])[N:22]=[C:21]([CH3:27])[N:20]=4)[N:18]=3)[CH2:13][CH2:14][O:15][C:9]=2[CH:8]=1)=O.FC(F)(F)C(O)=O.[CH2:38]([N:45]1[CH2:50][CH2:49][CH2:48][CH:47]([NH:51][NH2:52])[CH2:46]1)[C:39]1[CH:44]=[CH:43][CH:42]=[CH:41][CH:40]=1.C(N(CC)C(C)C)(C)C.C(O)C, predict the reaction product. The product is: [CH2:38]([N:45]1[CH2:50][CH2:49][CH2:48][CH:47]([N:51]2[C:5]([C:7]3[CH:29]=[CH:28][C:10]4[C:11]5[N:12]([CH:16]=[C:17]([C:19]6[N:23]([CH:24]([CH3:25])[CH3:26])[N:22]=[C:21]([CH3:27])[N:20]=6)[N:18]=5)[CH2:13][CH2:14][O:15][C:9]=4[CH:8]=3)=[CH:4][CH:3]=[N:52]2)[CH2:46]1)[C:39]1[CH:40]=[CH:41][CH:42]=[CH:43][CH:44]=1. (3) Given the reactants [H-].[Na+].[Cl:3][C:4]1[C:16]2[C:15]3[C:10](=[CH:11][CH:12]=[CH:13][CH:14]=3)[NH:9][C:8]=2[CH:7]=[CH:6][CH:5]=1.Cl[C:18]1[N:23]=[C:22]([C:24]2[CH:29]=[CH:28][CH:27]=[CH:26][CH:25]=2)[N:21]=[C:20]([C:30]2[CH:35]=[CH:34][CH:33]=[CH:32][CH:31]=2)[N:19]=1.CO, predict the reaction product. The product is: [Cl:3][C:4]1[C:16]2[C:15]3[C:10](=[CH:11][CH:12]=[CH:13][CH:14]=3)[N:9]([C:18]3[N:23]=[C:22]([C:24]4[CH:29]=[CH:28][CH:27]=[CH:26][CH:25]=4)[N:21]=[C:20]([C:30]4[CH:31]=[CH:32][CH:33]=[CH:34][CH:35]=4)[N:19]=3)[C:8]=2[CH:7]=[CH:6][CH:5]=1. (4) Given the reactants [O:1]=[C:2]1[C:7]([CH:8]2[CH2:13][CH2:12][N:11](C(OCC3C=CC=CC=3)=O)[CH2:10][CH2:9]2)=[CH:6][CH:5]=[N:4][NH:3]1, predict the reaction product. The product is: [NH:11]1[CH2:10][CH2:9][CH:8]([C:7]2[C:2](=[O:1])[NH:3][N:4]=[CH:5][CH:6]=2)[CH2:13][CH2:12]1. (5) Given the reactants Br[C:2]1[CH:3]=[C:4]2[C:8](=[CH:9][CH:10]=1)[NH:7][CH:6]([C:11]1[CH:16]=[CH:15][CH:14]=[CH:13][C:12]=1[O:17][CH3:18])[C:5]2([CH3:20])[CH3:19].[B:21]1([B:21]2[O:25][C:24]([CH3:27])([CH3:26])[C:23]([CH3:29])([CH3:28])[O:22]2)[O:25][C:24]([CH3:27])([CH3:26])[C:23]([CH3:29])([CH3:28])[O:22]1.C([O-])(=O)C.[K+], predict the reaction product. The product is: [CH3:18][O:17][C:12]1[CH:13]=[CH:14][CH:15]=[CH:16][C:11]=1[CH:6]1[C:5]([CH3:20])([CH3:19])[C:4]2[C:8](=[CH:9][CH:10]=[C:2]([B:21]3[O:25][C:24]([CH3:27])([CH3:26])[C:23]([CH3:29])([CH3:28])[O:22]3)[CH:3]=2)[NH:7]1. (6) Given the reactants [H-].[Na+].[CH2:3]([OH:10])[C:4]1[CH:9]=[CH:8][CH:7]=[CH:6][CH:5]=1.[Cl:11][C:12]1[CH:17]=[C:16](Cl)[N:15]=[C:14]([CH3:19])[N:13]=1.[Cl-].[NH4+], predict the reaction product. The product is: [CH2:3]([O:10][C:16]1[CH:17]=[C:12]([Cl:11])[N:13]=[C:14]([CH3:19])[N:15]=1)[C:4]1[CH:9]=[CH:8][CH:7]=[CH:6][CH:5]=1. (7) Given the reactants [F:1][C:2]1[CH:3]=[C:4]([C@H:10]2[CH2:14][CH2:13][CH2:12][N:11]2[C:15]2[CH:20]=[CH:19][N:18]3[N:21]=[CH:22][C:23]([C:24]([OH:26])=[O:25])=[C:17]3[N:16]=2)[C:5]([O:8]C)=[N:6][CH:7]=1.[Si](C=[N+]=[N-])(C)(C)[CH3:28].Cl, predict the reaction product. The product is: [F:1][C:2]1[CH:3]=[C:4]([C@H:10]2[CH2:14][CH2:13][CH2:12][N:11]2[C:15]2[CH:20]=[CH:19][N:18]3[N:21]=[CH:22][C:23]([C:24]([O:26][CH3:28])=[O:25])=[C:17]3[N:16]=2)[C:5]([OH:8])=[N:6][CH:7]=1.